Task: Predict the product of the given reaction.. Dataset: Forward reaction prediction with 1.9M reactions from USPTO patents (1976-2016) Given the reactants [CH2:1]([C:8]1[C:16]2[C:15](=[O:17])[N:14](COCC[Si](C)(C)C)[N:13]=[CH:12][C:11]=2[N:10]([CH2:26][O:27][CH2:28][C:29]2[CH:34]=[CH:33][CH:32]=[CH:31][CH:30]=2)[C:9]=1[C:35]1[CH:40]=[CH:39][C:38]([O:41][CH:42]([F:44])[F:43])=[C:37]([O:45][CH:46]2[CH2:48][CH2:47]2)[CH:36]=1)[C:2]1[CH:7]=[CH:6][CH:5]=[CH:4][CH:3]=1.Cl, predict the reaction product. The product is: [CH2:1]([C:8]1[C:16]2[C:15](=[O:17])[NH:14][N:13]=[CH:12][C:11]=2[N:10]([CH2:26][O:27][CH2:28][C:29]2[CH:30]=[CH:31][CH:32]=[CH:33][CH:34]=2)[C:9]=1[C:35]1[CH:40]=[CH:39][C:38]([O:41][CH:42]([F:44])[F:43])=[C:37]([O:45][CH:46]2[CH2:48][CH2:47]2)[CH:36]=1)[C:2]1[CH:7]=[CH:6][CH:5]=[CH:4][CH:3]=1.